Task: Binary Classification. Given a drug SMILES string, predict its activity (active/inactive) in a high-throughput screening assay against a specified biological target.. Dataset: HIV replication inhibition screening data with 41,000+ compounds from the AIDS Antiviral Screen (1) The molecule is CC=CC=C1C=Cc2c(C(=O)OC)coc(=O)c21. The result is 0 (inactive). (2) The compound is CS(=O)(=O)OCC1OC(n2ccc(NC(=O)c3ccccc3)nc2=O)CC1OS(C)(=O)=O. The result is 0 (inactive).